From a dataset of Full USPTO retrosynthesis dataset with 1.9M reactions from patents (1976-2016). Predict the reactants needed to synthesize the given product. (1) Given the product [CH2:6]([N:8]([CH2:9][CH3:10])[C:3](=[O:4])[CH2:2][N:11]([S:29]([C:20]1[CH:21]=[CH:22][C:23]2[C:28](=[CH:27][CH:26]=[CH:25][CH:24]=2)[CH:19]=1)(=[O:31])=[O:30])[C:12]1[CH:17]=[CH:16][C:15]([CH3:18])=[CH:14][CH:13]=1)[CH3:7], predict the reactants needed to synthesize it. The reactants are: Br[CH2:2][C:3](Br)=[O:4].[CH2:6]([NH:8][CH2:9][CH3:10])[CH3:7].[NH2:11][C:12]1[CH:17]=[CH:16][C:15]([CH3:18])=[CH:14][CH:13]=1.[CH:19]1[C:28]2[C:23](=[CH:24][CH:25]=[CH:26][CH:27]=2)[CH:22]=[CH:21][C:20]=1[S:29](Cl)(=[O:31])=[O:30]. (2) Given the product [NH2:5][C:4]1[CH:6]=[C:7]([C:19]2[S:23][C:22]([C:24]3([OH:37])[CH2:29][CH2:28][CH:27]([C:30]([O:32][CH2:33][CH2:34][CH2:35][CH3:36])=[O:31])[CH2:26][CH2:25]3)=[N:21][CH:20]=2)[CH:8]=[C:2]([CH3:1])[CH:3]=1, predict the reactants needed to synthesize it. The reactants are: [CH3:1][C:2]1[CH:3]=[C:4]([CH:6]=[C:7](B2OC(C)(C)C(C)(C)O2)[CH:8]=1)[NH2:5].Br[C:19]1[S:23][C:22]([C:24]2([OH:37])[CH2:29][CH2:28][CH:27]([C:30]([O:32][CH2:33][CH2:34][CH2:35][CH3:36])=[O:31])[CH2:26][CH2:25]2)=[N:21][CH:20]=1.C1(P(C2CCCCC2)C2C=CC=CC=2C2C(C(C)C)=CC(C(C)C)=CC=2C(C)C)CCCCC1.C(=O)([O-])[O-].[Cs+].[Cs+]. (3) The reactants are: [N+:1]([C:4]1[CH:5]=[C:6]2[C:11](=[CH:12][CH:13]=1)[N:10]=[CH:9][NH:8][C:7]2=O)([O-])=O.P(Cl)(Cl)(Cl)(Cl)Cl.CCCCCC.[Cl:27][C:28]1[CH:29]=[C:30]([CH:32]=[CH:33][C:34]=1[F:35])[NH2:31]. Given the product [Cl:27][C:28]1[CH:29]=[C:30]([NH:31][C:7]2[C:6]3[C:11](=[CH:12][CH:13]=[C:4]([NH2:1])[CH:5]=3)[N:10]=[CH:9][N:8]=2)[CH:32]=[CH:33][C:34]=1[F:35], predict the reactants needed to synthesize it.